This data is from Retrosynthesis with 50K atom-mapped reactions and 10 reaction types from USPTO. The task is: Predict the reactants needed to synthesize the given product. (1) Given the product O=C1NC(=O)C(=CC=Cc2ccccc2)N1, predict the reactants needed to synthesize it. The reactants are: O=C1CNC(=O)N1.O=CC=Cc1ccccc1. (2) Given the product COC(=O)C(Cc1ccc(CCOc2ccc(OS(C)(=O)=O)cc2)cc1)SCCc1ccc(O)cc1, predict the reactants needed to synthesize it. The reactants are: COC(=O)C(Cc1ccc(CCOc2ccc(OS(C)(=O)=O)cc2)cc1)SCCc1ccc(OCc2ccccc2)cc1. (3) Given the product CCOC(=O)c1c(C)[nH]c(C=C2C(=O)Nc3cccc(-c4ccc(Cl)cc4)c32)c1CCCN1CCN(C)CC1, predict the reactants needed to synthesize it. The reactants are: CCOC(=O)c1c(C)[nH]c(C=O)c1CCCN1CCN(C)CC1.O=C1Cc2c(cccc2-c2ccc(Cl)cc2)N1. (4) Given the product CN[C@H](Cc1ccccc1)c1nnc(C(N)=O)o1, predict the reactants needed to synthesize it. The reactants are: CN(C(=O)OC(C)(C)C)[C@H](Cc1ccccc1)c1nnc(C(N)=O)o1. (5) Given the product Cc1cnc(CNC(=O)c2sc(N3CCN(Cc4ccc(F)cc4)C3=O)cc2C)cn1, predict the reactants needed to synthesize it. The reactants are: Cc1cc(N2CCN(Cc3ccc(F)cc3)C2=O)sc1C(=O)O.Cc1cnc(CN)cn1. (6) Given the product CC(C)c1cc(OC(F)(F)F)cc2c1OC(C(F)(F)F)C(C(=O)O)=C2, predict the reactants needed to synthesize it. The reactants are: CC(C)(O)c1cc(OC(F)(F)F)cc2c1OC(C(F)(F)F)C(C(=O)O)=C2. (7) Given the product O=C1[C@H](CC[C@H](O)c2ccc(F)cc2)[C@@H](c2ccc(OCc3ccc(C[N+]45CCN(CC4)CC5)cc3)cc2)N1c1ccc(F)cc1, predict the reactants needed to synthesize it. The reactants are: C1CN2CCN1CC2.O=C1[C@H](CC[C@H](O)c2ccc(F)cc2)[C@@H](c2ccc(OCc3ccc(CBr)cc3)cc2)N1c1ccc(F)cc1.